Dataset: Forward reaction prediction with 1.9M reactions from USPTO patents (1976-2016). Task: Predict the product of the given reaction. (1) Given the reactants [C:1]([O:9]CC)([O:6][CH2:7][CH3:8])(OCC)[CH3:2].[CH3:12][C:13]1([CH3:24])[CH2:18][C:17]([CH3:20])([CH3:19])[CH2:16][C:15](=[CH:21][CH2:22]O)[CH2:14]1.C(O)(=O)CC, predict the reaction product. The product is: [CH3:19][C:17]1([CH3:20])[CH2:18][C:13]([CH3:24])([CH3:12])[CH2:14][C:15]([CH2:2][C:1]([O:6][CH2:7][CH3:8])=[O:9])([CH:21]=[CH2:22])[CH2:16]1. (2) The product is: [Br:1][C:2]1[CH:11]=[C:10]2[C:5]([N:6]=[CH:7][C:8]([N:16]3[CH2:17][CH2:18][N:13]([CH2:19][CH2:20][NH:21][C:22](=[O:28])[O:23][C:24]([CH3:26])([CH3:25])[CH3:27])[CH2:14][CH2:15]3)=[N:9]2)=[CH:4][CH:3]=1. Given the reactants [Br:1][C:2]1[CH:11]=[C:10]2[C:5]([N:6]=[CH:7][C:8](Cl)=[N:9]2)=[CH:4][CH:3]=1.[N:13]1([CH2:19][CH2:20][NH:21][C:22](=[O:28])[O:23][C:24]([CH3:27])([CH3:26])[CH3:25])[CH2:18][CH2:17][NH:16][CH2:15][CH2:14]1.O, predict the reaction product. (3) Given the reactants [C:1]1([NH2:11])[C:10]2[CH2:9][CH2:8][CH2:7][CH2:6][C:5]=2[CH:4]=[CH:3][CH:2]=1.C(N(CC)CC)C.[C:19](Cl)(=[O:21])[CH3:20].[Br:23]Br, predict the reaction product. The product is: [Br:23][C:4]1[C:5]2[CH2:6][CH2:7][CH2:8][CH2:9][C:10]=2[C:1]([NH:11][C:19](=[O:21])[CH3:20])=[CH:2][CH:3]=1. (4) Given the reactants Br[C:2]1[CH:11]=[C:10]2[C:5]([C:6](=[O:12])[NH:7][CH:8]=[N:9]2)=[CH:4][CH:3]=1.[C:13]1(B(O)O)[CH:18]=[CH:17][CH:16]=[CH:15][CH:14]=1.ClCCl.C(=O)([O-])[O-].[Na+].[Na+], predict the reaction product. The product is: [C:13]1([C:2]2[CH:11]=[C:10]3[C:5]([C:6](=[O:12])[NH:7][CH:8]=[N:9]3)=[CH:4][CH:3]=2)[CH:18]=[CH:17][CH:16]=[CH:15][CH:14]=1. (5) Given the reactants FC(F)(F)C(O)=O.[Cl:8][C:9]1[CH:10]=[C:11]([CH:31]=[C:32]([Cl:34])[CH:33]=1)[CH2:12][N:13]([CH2:18][C@@H:19]1[CH2:23][CH2:22][CH2:21][N:20]1C(OC(C)(C)C)=O)[CH2:14][CH:15]([CH3:17])[CH3:16].[C:35]([OH:44])(=[O:43])[C@@H:36]([C@H:38]([C:40]([OH:42])=[O:41])[OH:39])[OH:37].C1CCCCC1, predict the reaction product. The product is: [C:40]([C@@H:38]([C@H:36]([C:35]([OH:44])=[O:43])[OH:37])[OH:39])([OH:42])=[O:41].[CH3:16][CH:15]([CH3:17])[CH2:14][N:13]([CH2:18][C@@H:19]1[CH2:23][CH2:22][CH2:21][NH:20]1)[CH2:12][C:11]1[CH:10]=[C:9]([Cl:8])[CH:33]=[C:32]([Cl:34])[CH:31]=1. (6) Given the reactants [Br:1][C:2]1[C:3]([C:13]2[CH:18]=[CH:17][CH:16]=[CH:15][CH:14]=2)=[CH:4][C:5]2[NH:10][C:9](=[O:11])[CH2:8][O:7][C:6]=2[N:12]=1.[C:19](=O)([O-])[O-].[K+].[K+].IC, predict the reaction product. The product is: [Br:1][C:2]1[C:3]([C:13]2[CH:18]=[CH:17][CH:16]=[CH:15][CH:14]=2)=[CH:4][C:5]2[N:10]([CH3:19])[C:9](=[O:11])[CH2:8][O:7][C:6]=2[N:12]=1. (7) The product is: [Cl:32][C:29]1[CH:28]=[CH:27][C:26]([C:11]([C:14]2[C:22]3[C:17](=[C:18]([CH2:23][S:24][CH3:25])[CH:19]=[CH:20][CH:21]=3)[NH:16][CH:15]=2)([CH2:12][CH3:13])[CH2:10][CH2:9][C:1]#[N:2])=[CH:31][CH:30]=1. Given the reactants [C-:1]#[N:2].[K+].CS(O[CH2:9][CH2:10][C:11]([C:26]1[CH:31]=[CH:30][C:29]([Cl:32])=[CH:28][CH:27]=1)([C:14]1[C:22]2[C:17](=[C:18]([CH2:23][S:24][CH3:25])[CH:19]=[CH:20][CH:21]=2)[NH:16][CH:15]=1)[CH2:12][CH3:13])(=O)=O.O.ClCCl, predict the reaction product. (8) Given the reactants [C:1]([Cl:4])(=O)C.[NH2:5][C:6]1([C:9]([OH:11])=[O:10])[CH2:8][CH2:7]1, predict the reaction product. The product is: [ClH:4].[NH2:5][C:6]1([C:9]([O:11][CH3:1])=[O:10])[CH2:8][CH2:7]1.